From a dataset of Forward reaction prediction with 1.9M reactions from USPTO patents (1976-2016). Predict the product of the given reaction. (1) The product is: [F:10][C:11]1[CH:16]=[CH:15][C:14]([C:2]2[N:9]=[CH:8][CH:7]=[CH:6][C:3]=2[C:4]#[N:5])=[C:13]([O:20][CH3:21])[CH:12]=1. Given the reactants Cl[C:2]1[N:9]=[CH:8][CH:7]=[CH:6][C:3]=1[C:4]#[N:5].[F:10][C:11]1[CH:16]=[CH:15][C:14](B(O)O)=[C:13]([O:20][CH3:21])[CH:12]=1, predict the reaction product. (2) Given the reactants [CH2:1]([NH:3][C:4](=[O:26])[NH:5][C:6]1[N:11]=[CH:10][C:9](B(O)O)=[C:8]([C:15]2[S:16][CH:17]=[C:18]([C:20]3[CH:21]=[N:22][N:23]([CH3:25])[CH:24]=3)[N:19]=2)[CH:7]=1)[CH3:2].Br[C:28]1[CH:29]=[C:30]2[C:35](=[CH:36][N:37]=1)[N:34]([CH2:38][C:39]1[N:40]=[CH:41][N:42]([CH3:44])[CH:43]=1)[CH:33]=[C:32]([C:45]([O:47][CH2:48][CH3:49])=[O:46])[C:31]2=[O:50].C(=O)([O-])[O-].[Cs+].[Cs+], predict the reaction product. The product is: [CH2:1]([NH:3][C:4](=[O:26])[NH:5][C:6]1[N:11]=[CH:10][C:9]([C:28]2[CH:29]=[C:30]3[C:35](=[CH:36][N:37]=2)[N:34]([CH2:38][C:39]2[N:40]=[CH:41][N:42]([CH3:44])[CH:43]=2)[CH:33]=[C:32]([C:45]([O:47][CH2:48][CH3:49])=[O:46])[C:31]3=[O:50])=[C:8]([C:15]2[S:16][CH:17]=[C:18]([C:20]3[CH:21]=[N:22][N:23]([CH3:25])[CH:24]=3)[N:19]=2)[CH:7]=1)[CH3:2].